From a dataset of Reaction yield outcomes from USPTO patents with 853,638 reactions. Predict the reaction yield, written as a fraction of the theoretical maximum amount of product (1.0 means a 100% yield; for example, 0.34 means a 34% yield). (1) The reactants are [I:1][C:2]1[CH:7]=[CH:6][C:5]([O:8][CH:9]([CH3:31])[CH2:10][O:11]C(C2C=CC=CC=2)(C2C=CC=CC=2)C2C=CC=CC=2)=[CH:4][CH:3]=1.FC(F)(F)C(O)=O. The catalyst is ClCCl. The product is [I:1][C:2]1[CH:7]=[CH:6][C:5]([O:8][CH:9]([CH3:31])[CH2:10][OH:11])=[CH:4][CH:3]=1. The yield is 0.550. (2) The reactants are Cl[CH2:2][C:3]1[N:7]=[C:6]([C:8]2[CH:13]=[C:12]([CH3:14])[CH:11]=[CH:10][C:9]=2[Cl:15])[O:5][N:4]=1.C(=O)([O-])[O-].[K+].[K+].[CH2:22]([O:24][C:25]([N:27]1[CH2:32][CH2:31][NH:30][CH2:29][CH2:28]1)=[O:26])[CH3:23]. The catalyst is C(#N)C. The product is [CH2:22]([O:24][C:25]([N:27]1[CH2:28][CH2:29][N:30]([CH2:2][C:3]2[N:7]=[C:6]([C:8]3[CH:13]=[C:12]([CH3:14])[CH:11]=[CH:10][C:9]=3[Cl:15])[O:5][N:4]=2)[CH2:31][CH2:32]1)=[O:26])[CH3:23]. The yield is 0.440. (3) The reactants are [H-].[Na+].[CH2:3]([OH:10])[C:4]1[CH:9]=[CH:8][CH:7]=[CH:6][CH:5]=1.Br[CH2:12][CH2:13][C:14]([O:16]CC)=[O:15].O. The catalyst is C1(C)C=CC=CC=1.C(OCC)(=O)C.CO.[OH-].[Na+]. The product is [CH2:3]([O:10][CH2:12][CH2:13][C:14]([OH:16])=[O:15])[C:4]1[CH:9]=[CH:8][CH:7]=[CH:6][CH:5]=1. The yield is 0.340.